From a dataset of Reaction yield outcomes from USPTO patents with 853,638 reactions. Predict the reaction yield, written as a fraction of the theoretical maximum amount of product (1.0 means a 100% yield; for example, 0.34 means a 34% yield). The reactants are [CH2:1]([N:8]1[CH2:12][C@@H:11]([OH:13])[C@H:10]([NH:14][C:15](=[O:21])[O:16][C:17]([CH3:20])([CH3:19])[CH3:18])[CH2:9]1)[C:2]1[CH:7]=[CH:6][CH:5]=[CH:4][CH:3]=1.N1C=CN=C1.[C:27]([Si:31](Cl)([CH3:33])[CH3:32])([CH3:30])([CH3:29])[CH3:28]. The catalyst is CN(C=O)C.CCOCC. The product is [CH2:1]([N:8]1[CH2:12][C@@H:11]([O:13][Si:31]([C:27]([CH3:30])([CH3:29])[CH3:28])([CH3:33])[CH3:32])[C@H:10]([NH:14][C:15](=[O:21])[O:16][C:17]([CH3:18])([CH3:20])[CH3:19])[CH2:9]1)[C:2]1[CH:3]=[CH:4][CH:5]=[CH:6][CH:7]=1. The yield is 0.760.